Dataset: Forward reaction prediction with 1.9M reactions from USPTO patents (1976-2016). Task: Predict the product of the given reaction. (1) Given the reactants [CH3:1][C@H:2]([O:5][C:6]1[N:7]=[CH:8][C:9]([C:12]([OH:14])=[O:13])=[N:10][CH:11]=1)[C:3]#[CH:4].C[C@@H](O)C#C.ClC1N=CC(C(OC(C)(C)C)=O)=NC=1, predict the reaction product. The product is: [CH3:1][C@@H:2]([O:5][C:6]1[N:7]=[CH:8][C:9]([C:12]([OH:14])=[O:13])=[N:10][CH:11]=1)[C:3]#[CH:4]. (2) The product is: [C:19]1([C@:25]([CH3:30])([OH:29])[C:26]([OH:28])=[O:27])[CH:24]=[CH:23][CH:22]=[CH:21][CH:20]=1. Given the reactants P(O)(O)(O)=O.C(O)(=O)CC(CC(O)=O)(C(O)=O)O.[C:19]1([C:25]([CH3:30])([OH:29])[C:26]([OH:28])=[O:27])[CH:24]=[CH:23][CH:22]=[CH:21][CH:20]=1, predict the reaction product. (3) Given the reactants Cl.Cl.[F:3][C:4]1[CH:5]=[CH:6][C:7]2[N:11]=[C:10]([C@@H:12]([NH2:14])[CH3:13])[N:9]([C:15]3[CH:20]=[CH:19][CH:18]=[CH:17][CH:16]=3)[C:8]=2[CH:21]=1.Cl[C:23]1[N:31]=[C:30]([NH:32][C:33](=[O:35])[CH3:34])[N:29]=[C:28]2[C:24]=1[N:25]=[CH:26][NH:27]2.CCN(C(C)C)C(C)C, predict the reaction product. The product is: [F:3][C:4]1[CH:5]=[CH:6][C:7]2[N:11]=[C:10]([C@@H:12]([NH:14][C:23]3[N:31]=[C:30]([NH:32][C:33](=[O:35])[CH3:34])[N:29]=[C:28]4[C:24]=3[N:25]=[CH:26][NH:27]4)[CH3:13])[N:9]([C:15]3[CH:16]=[CH:17][CH:18]=[CH:19][CH:20]=3)[C:8]=2[CH:21]=1. (4) The product is: [CH3:1][C:2]1[CH:3]=[CH:4][C:5]([S:8]([NH:11][C@H:12]([C:20]([NH:48][C:47]#[N:46])=[N:22][CH2:23][CH2:24][CH2:25][CH2:26][C@H:27]([N:31]([S:36]([C:39]2[CH:40]=[CH:41][C:42]([CH3:45])=[CH:43][CH:44]=2)(=[O:37])=[O:38])[CH2:32][CH:33]([CH3:34])[CH3:35])[C:28]([OH:30])=[O:29])[CH2:13][C:14]2[CH:15]=[CH:16][CH:17]=[CH:18][CH:19]=2)(=[O:9])=[O:10])=[CH:6][CH:7]=1. Given the reactants [CH3:1][C:2]1[CH:7]=[CH:6][C:5]([S:8]([NH:11][C@H:12]([C:20]([NH:22][CH2:23][CH2:24][CH2:25][CH2:26][C@H:27]([N:31]([S:36]([C:39]2[CH:44]=[CH:43][C:42]([CH3:45])=[CH:41][CH:40]=2)(=[O:38])=[O:37])[CH2:32][CH:33]([CH3:35])[CH3:34])[C:28]([OH:30])=[O:29])=S)[CH2:13][C:14]2[CH:19]=[CH:18][CH:17]=[CH:16][CH:15]=2)(=[O:10])=[O:9])=[CH:4][CH:3]=1.[N:46]#[C:47][NH2:48], predict the reaction product. (5) Given the reactants [NH2:1][C:2]1[C:7]([CH:8]=O)=[CH:6][CH:5]=[CH:4][N:3]=1.Cl[CH2:11][C:12](=O)[CH3:13].Cl.[OH-:16].[Na+], predict the reaction product. The product is: [CH3:13][C:12]1[C:11]([OH:16])=[CH:8][C:7]2[C:2](=[N:3][CH:4]=[CH:5][CH:6]=2)[N:1]=1. (6) Given the reactants C(NC(C)C)(C)C.[Li]CCCC.CCCCCC.[CH:19]1([C:22]([O:24][C:25]([CH3:28])([CH3:27])[CH3:26])=[O:23])[CH2:21][CH2:20]1.[CH:29](=[O:36])[C:30]1[CH:35]=[CH:34][CH:33]=[CH:32][CH:31]=1, predict the reaction product. The product is: [OH:36][CH:29]([C:30]1[CH:35]=[CH:34][CH:33]=[CH:32][CH:31]=1)[C:19]1([C:22]([O:24][C:25]([CH3:28])([CH3:27])[CH3:26])=[O:23])[CH2:21][CH2:20]1. (7) Given the reactants [O:1]([C:8]1[N:17]=[C:16]2[C:11]([CH:12]=[C:13]([C:22]([O:24]CC)=[O:23])[C:14]([C:18]([F:21])([F:20])[F:19])=[N:15]2)=[CH:10][CH:9]=1)[C:2]1[CH:7]=[CH:6][CH:5]=[CH:4][CH:3]=1.O.[OH-].[Li+].Cl, predict the reaction product. The product is: [O:1]([C:8]1[N:17]=[C:16]2[C:11]([CH:12]=[C:13]([C:22]([OH:24])=[O:23])[C:14]([C:18]([F:21])([F:20])[F:19])=[N:15]2)=[CH:10][CH:9]=1)[C:2]1[CH:3]=[CH:4][CH:5]=[CH:6][CH:7]=1. (8) Given the reactants [C:1](OCC)(=O)[C:2]([O:4][CH2:5][CH3:6])=[O:3].[CH2:11]([O:18][CH2:19][C:20]([O:22]CC)=O)[C:12]1[CH:17]=[CH:16][CH:15]=[CH:14][CH:13]=1.[H-].[Na+].[O-]CC.[Na+].S(O)(O)(=O)=O.[CH3:36][S:37][C:38](=[NH:40])[NH2:39], predict the reaction product. The product is: [CH2:5]([O:4][C:2]([C:1]1[N:39]=[C:38]([S:37][CH3:36])[NH:40][C:20](=[O:22])[C:19]=1[O:18][CH2:11][C:12]1[CH:13]=[CH:14][CH:15]=[CH:16][CH:17]=1)=[O:3])[CH3:6]. (9) Given the reactants [F:1][C:2]1[CH:7]=[C:6]([F:8])[C:5]([N+:9]([O-:11])=[O:10])=[C:4]([OH:12])[CH:3]=1.[H-].[Na+].[CH2:15](Br)[C:16]1[CH:21]=[CH:20][CH:19]=[CH:18][CH:17]=1, predict the reaction product. The product is: [CH2:15]([O:12][C:4]1[CH:3]=[C:2]([F:1])[CH:7]=[C:6]([F:8])[C:5]=1[N+:9]([O-:11])=[O:10])[C:16]1[CH:21]=[CH:20][CH:19]=[CH:18][CH:17]=1. (10) Given the reactants [B].[NH2:2][C:3](=[N:25][OH:26])[C:4]1[CH:9]=[C:8]([Cl:10])[N:7]=[C:6]([N:11]2[CH2:16][CH2:15][CH:14]([NH:17][C:18](=[O:24])[O:19][C:20]([CH3:23])([CH3:22])[CH3:21])[CH2:13][CH2:12]2)[CH:5]=1.[CH2:27](OC(OCC)(OCC)C)C, predict the reaction product. The product is: [Cl:10][C:8]1[N:7]=[C:6]([N:11]2[CH2:12][CH2:13][CH:14]([NH:17][C:18](=[O:24])[O:19][C:20]([CH3:21])([CH3:22])[CH3:23])[CH2:15][CH2:16]2)[CH:5]=[C:4]([C:3]2[N:2]=[CH:27][O:26][N:25]=2)[CH:9]=1.